The task is: Predict the reaction yield, written as a fraction of the theoretical maximum amount of product (1.0 means a 100% yield; for example, 0.34 means a 34% yield).. This data is from Reaction yield outcomes from USPTO patents with 853,638 reactions. (1) The reactants are [F:1][CH2:2][C:3]([C:7]1[O:11][N:10]=[C:9]([NH:12][C:13](=[O:21])OC2C=CC=CC=2)[CH:8]=1)([CH3:6])[CH2:4][F:5].[CH3:22][O:23][C:24]1[CH:25]=[C:26]2[C:31](=[CH:32][C:33]=1[O:34][CH2:35][CH2:36][O:37][CH3:38])[N:30]=[CH:29][N:28]=[C:27]2[O:39][C:40]1[CH:41]=[C:42]([CH:44]=[CH:45][CH:46]=1)[NH2:43]. The catalyst is CN(C)C1C=CN=CC=1.C1COCC1. The product is [F:5][CH2:4][C:3]([C:7]1[O:11][N:10]=[C:9]([NH:12][C:13]([NH:43][C:42]2[CH:44]=[CH:45][CH:46]=[C:40]([O:39][C:27]3[C:26]4[C:31](=[CH:32][C:33]([O:34][CH2:35][CH2:36][O:37][CH3:38])=[C:24]([O:23][CH3:22])[CH:25]=4)[N:30]=[CH:29][N:28]=3)[CH:41]=2)=[O:21])[CH:8]=1)([CH3:6])[CH2:2][F:1]. The yield is 0.370. (2) The reactants are CCN(C(C)C)C(C)C.[CH3:22][C:21]([O:20][C:18](O[C:18]([O:20][C:21]([CH3:24])([CH3:23])[CH3:22])=[O:19])=[O:19])([CH3:24])[CH3:23].[C:25]([SiH2:29][O:30][C:31]([CH3:46])([CH3:45])[C:32]1[CH:33]=[C:34]([CH2:39][CH2:40][NH:41][CH:42]2[CH2:44][CH2:43]2)[CH:35]=[CH:36][C:37]=1[Cl:38])([CH3:28])([CH3:27])[CH3:26]. The catalyst is C(Cl)Cl. The product is [C:21]([O:20][C:18](=[O:19])[N:41]([CH2:40][CH2:39][C:34]1[CH:35]=[CH:36][C:37]([Cl:38])=[C:32]([C:31]([CH3:46])([CH3:45])[O:30][SiH2:29][C:25]([CH3:28])([CH3:27])[CH3:26])[CH:33]=1)[CH:42]1[CH2:43][CH2:44]1)([CH3:22])([CH3:23])[CH3:24]. The yield is 0.960. (3) The reactants are [NH2:1][C:2]1[C:11]([F:12])=[C:10](F)[C:9]([O:14][CH3:15])=[C:8]2[C:3]=1[C:4](=[O:23])[C:5]([C:20]([OH:22])=[O:21])=[C:6]([CH3:19])[N:7]2[CH:16]1[CH2:18][CH2:17]1.[N:24]1[CH:29]=[CH:28][CH:27]=[CH:26][C:25]=1[NH:30][CH2:31][CH2:32][NH2:33].C(N(CC)CC)C.[NH4+].[Cl-]. The catalyst is CS(C)=O.O. The product is [NH2:1][C:2]1[C:11]([F:12])=[C:10]([NH:33][CH2:32][CH2:31][NH:30][C:25]2[CH:26]=[CH:27][CH:28]=[CH:29][N:24]=2)[C:9]([O:14][CH3:15])=[C:8]2[C:3]=1[C:4](=[O:23])[C:5]([C:20]([OH:22])=[O:21])=[C:6]([CH3:19])[N:7]2[CH:16]1[CH2:17][CH2:18]1. The yield is 0.420. (4) The reactants are C([O:8][C:9]1[CH:18]=[C:17]2[C:12]([C:13](=[O:27])[N:14]([CH2:19][O:20][C:21](=[O:26])[C:22]([CH3:25])([CH3:24])[CH3:23])[CH:15]=[N:16]2)=[CH:11][C:10]=1[O:28][CH3:29])C1C=CC=CC=1. The catalyst is [Pd].C(OCC)(=O)C.CN(C=O)C.CO.C(O)(=O)C. The product is [OH:8][C:9]1[CH:18]=[C:17]2[C:12]([C:13](=[O:27])[N:14]([CH2:19][O:20][C:21](=[O:26])[C:22]([CH3:23])([CH3:24])[CH3:25])[CH:15]=[N:16]2)=[CH:11][C:10]=1[O:28][CH3:29]. The yield is 0.800.